From a dataset of Reaction yield outcomes from USPTO patents with 853,638 reactions. Predict the reaction yield, written as a fraction of the theoretical maximum amount of product (1.0 means a 100% yield; for example, 0.34 means a 34% yield). (1) The reactants are [N:1]1([CH2:6][CH2:7][NH2:8])[CH:5]=[CH:4][N:3]=[CH:2]1.[N+:9]([C:12]1[CH:17]=[CH:16][CH:15]=[CH:14][C:13]=1NC1CCN(C(OC(C)(C)C)=O)CC1)([O-:11])=[O:10]. No catalyst specified. The product is [N:1]1([CH2:6][CH2:7][NH:8][C:13]2[CH:14]=[CH:15][CH:16]=[CH:17][C:12]=2[N+:9]([O-:11])=[O:10])[CH:5]=[CH:4][N:3]=[CH:2]1. The yield is 0.330. (2) The reactants are C[O:2][C:3]([C:5]1[S:6][CH:7]=[C:8]([Br:10])[CH:9]=1)=[O:4].[OH-:11].[Na+].CO.O.Cl. The catalyst is C(OCC)(=O)C. The product is [Br:10][C:8]1[C:9]([OH:11])=[C:5]([C:3]([OH:2])=[O:4])[S:6][CH:7]=1. The yield is 0.694. (3) The reactants are Br[CH2:2][C:3]([CH2:15][O:16][C:17]1[C:26]2[C:21](=[CH:22][CH:23]=[CH:24][CH:25]=2)[CH:20]=[CH:19][CH:18]=1)=[CH:4][C:5]1[CH:14]=[CH:13][C:8]([C:9]([O:11][CH3:12])=[O:10])=[CH:7][CH:6]=1.C(N(CC)CC)C.[CH2:34]([N:36]1[CH2:41][CH2:40][CH:39]([NH2:42])[CH2:38][CH2:37]1)[CH3:35]. The catalyst is CN(C=O)C. The product is [CH2:34]([N:36]1[CH2:41][CH2:40][CH:39]([NH:42][CH2:2]/[C:3](/[CH2:15][O:16][C:17]2[C:26]3[C:21](=[CH:22][CH:23]=[CH:24][CH:25]=3)[CH:20]=[CH:19][CH:18]=2)=[CH:4]/[C:5]2[CH:14]=[CH:13][C:8]([C:9]([O:11][CH3:12])=[O:10])=[CH:7][CH:6]=2)[CH2:38][CH2:37]1)[CH3:35]. The yield is 0.460. (4) The reactants are [F:1][C:2]1[CH:7]=[CH:6][CH:5]=[C:4]([F:8])[C:3]=1[N:9]1[C:14]2[N:15]=[C:16]([NH:32][CH2:33][CH2:34][N:35](C)[C:36](=O)OC(C)(C)C)[N:17]=[C:18]([C:19]3[CH:24]=[C:23]([C:25]([NH:27][CH:28]([CH3:30])[CH3:29])=[O:26])[CH:22]=[CH:21][C:20]=3[CH3:31])[C:13]=2[CH2:12][NH:11][C:10]1=[O:44].C(O)(C(F)(F)F)=O. The catalyst is C(Cl)Cl. The product is [F:1][C:2]1[CH:7]=[CH:6][CH:5]=[C:4]([F:8])[C:3]=1[N:9]1[C:14]2[N:15]=[C:16]([NH:32][CH2:33][CH2:34][NH:35][CH3:36])[N:17]=[C:18]([C:19]3[CH:24]=[C:23]([CH:22]=[CH:21][C:20]=3[CH3:31])[C:25]([NH:27][CH:28]([CH3:29])[CH3:30])=[O:26])[C:13]=2[CH2:12][NH:11][C:10]1=[O:44]. The yield is 0.730. (5) The reactants are Br[C:2]1[CH:7]=[CH:6][C:5]([S:8]([N:11]([CH2:16][C:17]2[CH:22]=[CH:21][C:20]([F:23])=[CH:19][CH:18]=2)[CH2:12][CH:13]([CH3:15])[CH3:14])(=[O:10])=[O:9])=[CH:4][CH:3]=1.[NH2:24][CH:25]1[CH2:30][CH2:29][N:28]([C:31]([O:33][C:34]([CH3:37])([CH3:36])[CH3:35])=[O:32])[CH2:27][CH2:26]1.CC1(C)C2C(=C(P(C3C=CC=CC=3)C3C=CC=CC=3)C=CC=2)OC2C(P(C3C=CC=CC=3)C3C=CC=CC=3)=CC=CC1=2.CC(C)([O-])C.[Na+]. The catalyst is C1(C)C=CC=CC=1.C1C=CC(/C=C/C(/C=C/C2C=CC=CC=2)=O)=CC=1.C1C=CC(/C=C/C(/C=C/C2C=CC=CC=2)=O)=CC=1.C1C=CC(/C=C/C(/C=C/C2C=CC=CC=2)=O)=CC=1.[Pd].[Pd]. The product is [C:34]([O:33][C:31]([N:28]1[CH2:29][CH2:30][CH:25]([NH:24][C:2]2[CH:7]=[CH:6][C:5]([S:8](=[O:10])(=[O:9])[N:11]([CH2:16][C:17]3[CH:22]=[CH:21][C:20]([F:23])=[CH:19][CH:18]=3)[CH2:12][CH:13]([CH3:15])[CH3:14])=[CH:4][CH:3]=2)[CH2:26][CH2:27]1)=[O:32])([CH3:37])([CH3:35])[CH3:36]. The yield is 0.800. (6) The reactants are [Si]([O:8][CH:9]([C:22]1[O:23][C:24]([C:27]2[CH:32]=[CH:31][CH:30]=[C:29]([F:33])[CH:28]=2)=[CH:25][N:26]=1)[CH2:10][CH2:11][CH2:12][CH2:13][CH2:14][CH2:15][C:16]1[CH:21]=[CH:20][CH:19]=[CH:18][CH:17]=1)(C(C)(C)C)(C)C.[Si](OC(C1OC([Sn](CCCC)(CCCC)CCCC)=CN=1)CCCCCCC1C=CC=CC=1)(C(C)(C)C)(C)C.FC1C=CC=C(I)C=1. No catalyst specified. The product is [F:33][C:29]1[CH:28]=[C:27]([C:24]2[O:23][C:22]([C:9](=[O:8])[CH2:10][CH2:11][CH2:12][CH2:13][CH2:14][CH2:15][C:16]3[CH:17]=[CH:18][CH:19]=[CH:20][CH:21]=3)=[N:26][CH:25]=2)[CH:32]=[CH:31][CH:30]=1. The yield is 0.980. (7) The reactants are O.[OH-].[Li+].[O:4]=[C:5]([C:34]1[N:42]2[C:37]([CH:38]=[CH:39][CH:40]=[CH:41]2)=[CH:36][C:35]=1[C:43]1[CH:48]=[CH:47][CH:46]=[CH:45][CH:44]=1)[C:6]([NH:8][C:9]1[CH:14]=[CH:13][C:12]([N:15]2[CH2:20][CH2:19][N:18]([C:21]3[CH:26]=[C:25]([O:27][CH2:28][CH2:29][O:30]C(=O)C)[CH:24]=[CH:23][N:22]=3)[CH2:17][CH2:16]2)=[CH:11][CH:10]=1)=[O:7]. The catalyst is CO. The product is [OH:30][CH2:29][CH2:28][O:27][C:25]1[CH:24]=[CH:23][N:22]=[C:21]([N:18]2[CH2:19][CH2:20][N:15]([C:12]3[CH:11]=[CH:10][C:9]([NH:8][C:6](=[O:7])[C:5](=[O:4])[C:34]4[N:42]5[C:37]([CH:38]=[CH:39][CH:40]=[CH:41]5)=[CH:36][C:35]=4[C:43]4[CH:48]=[CH:47][CH:46]=[CH:45][CH:44]=4)=[CH:14][CH:13]=3)[CH2:16][CH2:17]2)[CH:26]=1. The yield is 0.440. (8) The reactants are [N+](C1C=CC([C:10]2[N:11]=[C:12]([CH:15]3[CH2:20][CH2:19][N:18]([CH2:21][C:22]([O:24][CH2:25][CH3:26])=[O:23])[CH2:17][CH2:16]3)[S:13][CH:14]=2)=CC=1)([O-])=O.Cl.[N+:28]([C:31]1[CH:36]=[CH:35][C:34](C2SC(C3CCNCC3)=NC=2)=[CH:33][CH:32]=1)([O-:30])=[O:29].ClCC(OCC)=O. No catalyst specified. The product is [N+:28]([C:31]1[CH:36]=[CH:35][C:34]([C:14]2[S:13][C:12]([CH:15]3[CH2:16][CH2:17][N:18]([CH2:21][C:22]([O:24][CH2:25][CH3:26])=[O:23])[CH2:19][CH2:20]3)=[N:11][CH:10]=2)=[CH:33][CH:32]=1)([O-:30])=[O:29]. The yield is 0.520.